From a dataset of Catalyst prediction with 721,799 reactions and 888 catalyst types from USPTO. Predict which catalyst facilitates the given reaction. (1) Reactant: [Cl:1][CH2:2][CH2:3][C:4]1[C:9](=[O:10])[N:8]2[CH:11]=[CH:12][CH:13]=[C:14]([O:15]CC3C=CC=CC=3)[C:7]2=[N:6][C:5]=1[CH3:23].P(=O)(O)(O)O.[H][H]. Product: [Cl:1][CH2:2][CH2:3][C:4]1[C:9](=[O:10])[N:8]2[CH2:11][CH2:12][CH2:13][CH:14]([OH:15])[C:7]2=[N:6][C:5]=1[CH3:23]. The catalyst class is: 522. (2) Reactant: C([NH:4][C@:5]1([C:22](NC(C)(C)C)=[O:23])[C@@H:9]([CH2:10][CH2:11][CH2:12][B:13]2[O:17]C(C)(C)C(C)(C)[O:14]2)[CH2:8][NH:7][CH2:6]1)(=O)C.S([O-])([O-])(=O)=O.[Na+].[Na+].[N:36]1[CH:41]=[CH:40][CH:39]=[C:38]([CH:42]=O)[CH:37]=1.C(O[BH-](OC(=O)C)OC(=O)C)(=[O:46])C.[Na+].C(=O)([O-])[O-].[Na+].[Na+]. Product: [NH2:4][C@:5]1([C:22]([OH:23])=[O:46])[C@@H:9]([CH2:10][CH2:11][CH2:12][B:13]([OH:14])[OH:17])[CH2:8][N:7]([CH2:42][C:38]2[CH:37]=[N:36][CH:41]=[CH:40][CH:39]=2)[CH2:6]1. The catalyst class is: 478. (3) Reactant: [Cl:1][C:2]1[C:3]([NH:13][CH2:14][CH2:15][O:16][CH3:17])=[N:4][CH:5]=[C:6]([CH:12]=1)[C:7](OCC)=[O:8].[BH4-].[Na+].CO. Product: [Cl:1][C:2]1[CH:12]=[C:6]([CH2:7][OH:8])[CH:5]=[N:4][C:3]=1[NH:13][CH2:14][CH2:15][O:16][CH3:17]. The catalyst class is: 1. (4) Reactant: Cl.C([O:9][C:10]1[CH:19]=[C:18]2[C:13]([C:14]([Cl:20])=[CH:15][N:16]=[N:17]2)=[CH:12][C:11]=1[O:21][CH3:22])C1C=CC=CC=1. Product: [Cl:20][C:14]1[C:13]2[C:18](=[CH:19][C:10]([OH:9])=[C:11]([O:21][CH3:22])[CH:12]=2)[N:17]=[N:16][CH:15]=1. The catalyst class is: 67. (5) Reactant: Cl.Br[C:3]1[CH:4]=[C:5]([CH:8]=[CH:9][CH:10]=1)[CH2:6][NH2:7].[F:11][C:12]([F:23])([F:22])[C:13]1[CH:18]=[CH:17][C:16](B(O)O)=[CH:15][CH:14]=1.C([O-])(O)=O.[Na+]. Product: [F:11][C:12]([F:23])([F:22])[C:13]1[CH:18]=[CH:17][C:16]([C:3]2[CH:4]=[C:5]([CH2:6][NH2:7])[CH:8]=[CH:9][CH:10]=2)=[CH:15][CH:14]=1. The catalyst class is: 149. (6) Reactant: Cl[CH2:2][N:3]1[CH2:7][CH:6]([CH2:8][CH2:9][CH3:10])[CH2:5][C:4]1=[O:11].[Al+3].[Cl-].[Cl-].[Cl-].[CH3:16][N:17]1[C:21]([NH2:22])=[CH:20][CH:19]=[N:18]1.C(=O)(O)[O-].[Na+]. Product: [NH2:22][C:21]1[N:17]([CH3:16])[N:18]=[CH:19][C:20]=1[CH2:2][N:3]1[CH2:7][CH:6]([CH2:8][CH2:9][CH3:10])[CH2:5][C:4]1=[O:11]. The catalyst class is: 34.